This data is from Full USPTO retrosynthesis dataset with 1.9M reactions from patents (1976-2016). The task is: Predict the reactants needed to synthesize the given product. Given the product [CH2:1]([O:8][C:9]([N:11]1[C@@H:12]([CH3:13])[C:14](=[O:16])[O:15][CH2:17]1)=[O:10])[C:2]1[CH:3]=[CH:4][CH:5]=[CH:6][CH:7]=1, predict the reactants needed to synthesize it. The reactants are: [CH2:1]([O:8][C:9]([NH:11][C@H:12]([C:14]([OH:16])=[O:15])[CH3:13])=[O:10])[C:2]1[CH:7]=[CH:6][CH:5]=[CH:4][CH:3]=1.[CH2:17]=O.